From a dataset of Forward reaction prediction with 1.9M reactions from USPTO patents (1976-2016). Predict the product of the given reaction. (1) The product is: [CH2:19]([O:21][C:22]([C:23]1[S:24][C:2]2[CH:9]=[CH:8][C:7]([N+:10]([O-:12])=[O:11])=[CH:6][C:3]=2[CH:4]=1)=[O:25])[CH3:20]. Given the reactants Cl[C:2]1[CH:9]=[CH:8][C:7]([N+:10]([O-:12])=[O:11])=[CH:6][C:3]=1[CH:4]=O.C([O-])([O-])=O.[K+].[K+].[CH2:19]([O:21][C:22](=[O:25])[CH2:23][SH:24])[CH3:20], predict the reaction product. (2) Given the reactants [C:1]([O:5][C:6]([N:8]1[CH2:13][CH2:12][CH2:11][C@H:10]([C:14]#[N:15])[CH2:9]1)=[O:7])([CH3:4])([CH3:3])[CH3:2].[NH2:16][OH:17], predict the reaction product. The product is: [C:1]([O:5][C:6]([N:8]1[CH2:13][CH2:12][CH2:11][C@H:10]([C:14](=[NH:15])[NH:16][OH:17])[CH2:9]1)=[O:7])([CH3:4])([CH3:3])[CH3:2].